Binary Classification. Given a T-cell receptor sequence (or CDR3 region) and an epitope sequence, predict whether binding occurs between them. From a dataset of TCR-epitope binding with 47,182 pairs between 192 epitopes and 23,139 TCRs. (1) The epitope is TLDSKTQSL. The TCR CDR3 sequence is CASSSSGDGYTF. Result: 0 (the TCR does not bind to the epitope). (2) The epitope is YLNTLTLAV. The TCR CDR3 sequence is CASSLTVEAFF. Result: 1 (the TCR binds to the epitope). (3) The epitope is VLWAHGFEL. The TCR CDR3 sequence is CASSARADSYEQYF. Result: 1 (the TCR binds to the epitope). (4) The epitope is ELAGIGILTV. The TCR CDR3 sequence is CASGTGGLAVYEQYF. Result: 1 (the TCR binds to the epitope). (5) The epitope is LPPAYTNSF. The TCR CDR3 sequence is CASSSSDTQYF. Result: 1 (the TCR binds to the epitope). (6) The epitope is KLPDDFTGCV. The TCR CDR3 sequence is CASTGGLGYTF. Result: 0 (the TCR does not bind to the epitope). (7) The epitope is RAKFKQLL. The TCR CDR3 sequence is CASSQDRAPTDTQYF. Result: 1 (the TCR binds to the epitope). (8) The epitope is YLDAYNMMI. The TCR CDR3 sequence is CASSATGEVSEQYF. Result: 0 (the TCR does not bind to the epitope). (9) The epitope is QIKVRVKMV. The TCR CDR3 sequence is CASSERASGVGELFF. Result: 0 (the TCR does not bind to the epitope).